Predict the reactants needed to synthesize the given product. From a dataset of Full USPTO retrosynthesis dataset with 1.9M reactions from patents (1976-2016). (1) Given the product [Cl:3][C:10]1[N:7]([CH3:6])[N:15]=[C:14]([C:18]([O:20][CH2:21][CH3:22])=[O:19])[C:13]=1[CH:12]=[O:11], predict the reactants needed to synthesize it. The reactants are: P(Cl)(Cl)([Cl:3])=O.[CH3:6][N:7]([CH3:10])C=O.[OH:11][C:12]1N(C)[N:15]=[C:14]([C:18]([O:20][CH2:21][CH3:22])=[O:19])[CH:13]=1.C(=O)([O-])O.[Na+]. (2) The reactants are: CC1(C)CCCC(C)(C)N1.C([Li])CCC.[Br:16][C:17]1[CH:18]=[N:19][CH:20]=[CH:21][CH:22]=1.[O:23]1[CH2:26][C:25](=[O:27])[CH2:24]1. Given the product [Br:16][C:17]1[CH:18]=[N:19][CH:20]=[CH:21][C:22]=1[C:25]1([OH:27])[CH2:26][O:23][CH2:24]1, predict the reactants needed to synthesize it. (3) Given the product [Cl:1][C:2]1[C:10]([Cl:11])=[CH:9][CH:8]=[CH:7][C:3]=1[C:4]([NH:18][CH2:17][CH:16]([C:19]1[CH:20]=[N:21][C:22]([C:25]([F:28])([F:27])[F:26])=[N:23][CH:24]=1)[CH2:15][CH2:14][O:13][CH3:12])=[O:6], predict the reactants needed to synthesize it. The reactants are: [Cl:1][C:2]1[C:10]([Cl:11])=[CH:9][CH:8]=[CH:7][C:3]=1[C:4]([OH:6])=O.[CH3:12][O:13][CH2:14][CH2:15][CH:16]([C:19]1[CH:20]=[N:21][C:22]([C:25]([F:28])([F:27])[F:26])=[N:23][CH:24]=1)[CH2:17][NH2:18]. (4) Given the product [NH2:1][C:2]1[C:7]2=[C:8]([C:27]3[CH:32]=[CH:31][C:30]([NH:33][C:34]([NH:35][C:36]4[CH:41]=[C:40]([C:42]([F:45])([F:43])[F:44])[CH:39]=[CH:38][C:37]=4[F:46])=[O:47])=[C:29]([F:48])[CH:28]=3)[C:9]([CH2:24][O:25][CH3:26])=[C:10]([CH:11]3[CH2:16][CH2:15][NH:14][CH2:13][CH2:12]3)[N:6]2[N:5]=[CH:4][N:3]=1, predict the reactants needed to synthesize it. The reactants are: [NH2:1][C:2]1[C:7]2=[C:8]([C:27]3[CH:32]=[CH:31][C:30]([NH:33][C:34](=[O:47])[NH:35][C:36]4[CH:41]=[C:40]([C:42]([F:45])([F:44])[F:43])[CH:39]=[CH:38][C:37]=4[F:46])=[C:29]([F:48])[CH:28]=3)[C:9]([CH2:24][O:25][CH3:26])=[C:10]([CH:11]3[CH2:16][CH2:15][N:14](C(OC(C)(C)C)=O)[CH2:13][CH2:12]3)[N:6]2[N:5]=[CH:4][N:3]=1.FC(F)(F)C(O)=O.